From a dataset of NCI-60 drug combinations with 297,098 pairs across 59 cell lines. Regression. Given two drug SMILES strings and cell line genomic features, predict the synergy score measuring deviation from expected non-interaction effect. (1) Drug 1: CNC(=O)C1=CC=CC=C1SC2=CC3=C(C=C2)C(=NN3)C=CC4=CC=CC=N4. Drug 2: CCC1(CC2CC(C3=C(CCN(C2)C1)C4=CC=CC=C4N3)(C5=C(C=C6C(=C5)C78CCN9C7C(C=CC9)(C(C(C8N6C)(C(=O)OC)O)OC(=O)C)CC)OC)C(=O)OC)O.OS(=O)(=O)O. Cell line: TK-10. Synergy scores: CSS=9.35, Synergy_ZIP=-3.70, Synergy_Bliss=5.90, Synergy_Loewe=-8.96, Synergy_HSA=5.66. (2) Drug 1: C1=CC(=CC=C1CCCC(=O)O)N(CCCl)CCCl. Drug 2: CNC(=O)C1=NC=CC(=C1)OC2=CC=C(C=C2)NC(=O)NC3=CC(=C(C=C3)Cl)C(F)(F)F. Cell line: U251. Synergy scores: CSS=36.3, Synergy_ZIP=-11.5, Synergy_Bliss=-8.15, Synergy_Loewe=-7.25, Synergy_HSA=-6.07. (3) Drug 1: C1C(C(OC1N2C=C(C(=O)NC2=O)F)CO)O. Drug 2: CC1C(C(CC(O1)OC2CC(OC(C2O)C)OC3=CC4=CC5=C(C(=O)C(C(C5)C(C(=O)C(C(C)O)O)OC)OC6CC(C(C(O6)C)O)OC7CC(C(C(O7)C)O)OC8CC(C(C(O8)C)O)(C)O)C(=C4C(=C3C)O)O)O)O. Cell line: NCI/ADR-RES. Synergy scores: CSS=2.68, Synergy_ZIP=-2.75, Synergy_Bliss=-4.99, Synergy_Loewe=-4.54, Synergy_HSA=-4.96. (4) Drug 1: C1=NC2=C(N1)C(=S)N=C(N2)N. Drug 2: C1C(C(OC1N2C=NC(=NC2=O)N)CO)O. Cell line: LOX IMVI. Synergy scores: CSS=30.6, Synergy_ZIP=-1.01, Synergy_Bliss=-4.33, Synergy_Loewe=-4.01, Synergy_HSA=-1.83. (5) Drug 1: CCCS(=O)(=O)NC1=C(C(=C(C=C1)F)C(=O)C2=CNC3=C2C=C(C=N3)C4=CC=C(C=C4)Cl)F. Drug 2: C#CCC(CC1=CN=C2C(=N1)C(=NC(=N2)N)N)C3=CC=C(C=C3)C(=O)NC(CCC(=O)O)C(=O)O. Cell line: SR. Synergy scores: CSS=15.9, Synergy_ZIP=-4.94, Synergy_Bliss=-3.56, Synergy_Loewe=-20.8, Synergy_HSA=-2.01. (6) Drug 1: CS(=O)(=O)C1=CC(=C(C=C1)C(=O)NC2=CC(=C(C=C2)Cl)C3=CC=CC=N3)Cl. Drug 2: C1=CN(C=N1)CC(O)(P(=O)(O)O)P(=O)(O)O. Cell line: BT-549. Synergy scores: CSS=8.19, Synergy_ZIP=2.97, Synergy_Bliss=7.86, Synergy_Loewe=6.03, Synergy_HSA=6.51.